Dataset: Full USPTO retrosynthesis dataset with 1.9M reactions from patents (1976-2016). Task: Predict the reactants needed to synthesize the given product. Given the product [N:1]1([C:5]2[CH:10]=[CH:9][N:8]3[CH:13]=[C:14]([C:16]4[CH:21]=[CH:20][C:19]([OH:22])=[CH:18][CH:17]=4)[N:11]=[C:7]3[CH:6]=2)[CH2:4][CH2:3][CH2:2]1, predict the reactants needed to synthesize it. The reactants are: [N:1]1([C:5]2[CH:10]=[CH:9][N:8]=[C:7]([NH2:11])[CH:6]=2)[CH2:4][CH2:3][CH2:2]1.Br[CH2:13][C:14]([C:16]1[CH:21]=[CH:20][C:19]([OH:22])=[CH:18][CH:17]=1)=O.